The task is: Predict the product of the given reaction.. This data is from Forward reaction prediction with 1.9M reactions from USPTO patents (1976-2016). (1) Given the reactants [Cl:1][C:2]1[CH:7]=[C:6]([Cl:8])[CH:5]=[C:4]([N+:9]([O-])=O)[C:3]=1[OH:12].C(O)C.O.[Cl-].[NH4+], predict the reaction product. The product is: [ClH:1].[NH2:9][C:4]1[CH:5]=[C:6]([Cl:8])[CH:7]=[C:2]([Cl:1])[C:3]=1[OH:12]. (2) The product is: [F:22][C:9]1([CH:1]([OH:8])[C:2]2[CH:3]=[CH:4][CH:5]=[CH:6][CH:7]=2)[CH2:10][CH2:11][N:12]([C:15]([O:17][C:18]([CH3:20])([CH3:19])[CH3:21])=[O:16])[CH2:13][CH2:14]1. Given the reactants [C:1]([C:9]1([F:22])[CH2:14][CH2:13][N:12]([C:15]([O:17][C:18]([CH3:21])([CH3:20])[CH3:19])=[O:16])[CH2:11][CH2:10]1)(=[O:8])[C:2]1[CH:7]=[CH:6][CH:5]=[CH:4][CH:3]=1.[BH4-].[Na+], predict the reaction product. (3) Given the reactants [CH3:1][O:2][C:3]1[CH:12]=[N:11][CH:10]=[C:9]2[C:4]=1[C:5]1[CH:18]=[CH:17][C:16]([O:19][CH2:20][C@@H:21]([NH:26]C(=O)OC(C)(C)C)[CH2:22][CH:23]([CH3:25])[CH3:24])=[CH:15][C:6]=1[N:7]([CH3:14])[C:8]2=[O:13].[C:34]([OH:40])([C:36]([F:39])([F:38])[F:37])=[O:35], predict the reaction product. The product is: [NH2:26][C@@H:21]([CH2:22][CH:23]([CH3:25])[CH3:24])[CH2:20][O:19][C:16]1[CH:17]=[CH:18][C:5]2[C:4]3[C:9](=[CH:10][N:11]=[CH:12][C:3]=3[O:2][CH3:1])[C:8](=[O:13])[N:7]([CH3:14])[C:6]=2[CH:15]=1.[C:34]([OH:40])([C:36]([F:39])([F:38])[F:37])=[O:35]. (4) Given the reactants [NH2:1][C:2]1[CH:3]=[C:4]([OH:9])[CH:5]=[CH:6][C:7]=1[Cl:8].CC(C)([O-])C.[K+].[F:16][C:17]1[CH:18]=[N:19][CH:20]=[C:21](F)[CH:22]=1.C(=O)([O-])[O-].[K+].[K+], predict the reaction product. The product is: [Cl:8][C:7]1[CH:6]=[CH:5][C:4]([O:9][C:21]2[CH:20]=[N:19][CH:18]=[C:17]([F:16])[CH:22]=2)=[CH:3][C:2]=1[NH2:1]. (5) Given the reactants Cl[C:2]1[C:7]([O:8][CH2:9][CH2:10][O:11][C:12]2[CH:17]=[CH:16][C:15]([Cl:18])=[CH:14][CH:13]=2)=[N:6][CH:5]=[CH:4][N:3]=1.[CH3:19][CH:20]1[CH2:25][NH:24][CH2:23][CH2:22][NH:21]1, predict the reaction product. The product is: [CH3:19][CH:20]1[NH:21][CH2:22][CH2:23][N:24]([C:2]2[C:7]([O:8][CH2:9][CH2:10][O:11][C:12]3[CH:17]=[CH:16][C:15]([Cl:18])=[CH:14][CH:13]=3)=[N:6][CH:5]=[CH:4][N:3]=2)[CH2:25]1. (6) Given the reactants [CH2:1]([O:3][C:4](=[O:36])[C@H:5]([CH2:17][C:18]1[CH:23]=[CH:22][C:21]([C:24]2[C:29]([O:30]C)=[CH:28][CH:27]=[CH:26][C:25]=2[O:32][CH2:33]OC)=[CH:20][CH:19]=1)[NH:6][C:7](=[O:16])[C:8]1[C:13]([Cl:14])=[CH:12][CH:11]=[CH:10][C:9]=1[Cl:15])[CH3:2].Cl, predict the reaction product. The product is: [CH2:1]([O:3][C:4](=[O:36])[C@H:5]([CH2:17][C:18]1[CH:23]=[CH:22][C:21]([C:24]2[C:25]([O:32][CH3:33])=[CH:26][CH:27]=[CH:28][C:29]=2[OH:30])=[CH:20][CH:19]=1)[NH:6][C:7](=[O:16])[C:8]1[C:13]([Cl:14])=[CH:12][CH:11]=[CH:10][C:9]=1[Cl:15])[CH3:2]. (7) Given the reactants [CH:1]([C:4]1[CH:41]=[CH:40][C:7]([O:8][CH:9]([CH2:15][C:16]2[CH:21]=[CH:20][C:19]([O:22][CH2:23][CH2:24][NH:25][C:26](=[O:39])[C:27]3[CH:32]=[CH:31][C:30]([C:33]4[CH:38]=[CH:37][CH:36]=[CH:35][N:34]=4)=[CH:29][CH:28]=3)=[CH:18][CH:17]=2)[C:10]([O:12]CC)=[O:11])=[CH:6][CH:5]=1)([CH3:3])[CH3:2].[OH-].[Na+], predict the reaction product. The product is: [CH:1]([C:4]1[CH:5]=[CH:6][C:7]([O:8][CH:9]([CH2:15][C:16]2[CH:21]=[CH:20][C:19]([O:22][CH2:23][CH2:24][NH:25][C:26](=[O:39])[C:27]3[CH:28]=[CH:29][C:30]([C:33]4[CH:38]=[CH:37][CH:36]=[CH:35][N:34]=4)=[CH:31][CH:32]=3)=[CH:18][CH:17]=2)[C:10]([OH:12])=[O:11])=[CH:40][CH:41]=1)([CH3:3])[CH3:2]. (8) Given the reactants [F:1][C:2]1[CH:7]=[CH:6][C:5](S)=[CH:4][CH:3]=1.Cl[C:10]1[CH:15]=[CH:14][C:13]([I:16])=[CH:12][N:11]=1.C(=O)([O-])[O-].[K+].[K+].FC1C=CC(SC2C=CC(I)=CN=2)=CC=1.O[O:39][S:40]([O-:42])=O.[K+].C(=O)([O-])O.[Na+], predict the reaction product. The product is: [F:1][C:2]1[CH:7]=[CH:6][C:5]([S:40]([C:10]2[CH:15]=[CH:14][C:13]([I:16])=[CH:12][N:11]=2)(=[O:42])=[O:39])=[CH:4][CH:3]=1.